This data is from Reaction yield outcomes from USPTO patents with 853,638 reactions. The task is: Predict the reaction yield, written as a fraction of the theoretical maximum amount of product (1.0 means a 100% yield; for example, 0.34 means a 34% yield). (1) The reactants are [N+:1]([C:4]1[CH:5]=[C:6]([CH:19]=[CH:20][C:21]=1[N:22]1[CH2:27][CH2:26][N:25]([C:28]2[CH:33]=[CH:32][CH:31]=[CH:30][C:29]=2[CH3:34])[CH2:24][CH2:23]1)[C:7]([NH:9][CH2:10][CH2:11][CH2:12][N:13]1[CH2:17][CH2:16][CH2:15][C:14]1=[O:18])=[O:8])([O-])=O. The catalyst is C(O)C.CO.[Pd]. The product is [NH2:1][C:4]1[CH:5]=[C:6]([CH:19]=[CH:20][C:21]=1[N:22]1[CH2:27][CH2:26][N:25]([C:28]2[CH:33]=[CH:32][CH:31]=[CH:30][C:29]=2[CH3:34])[CH2:24][CH2:23]1)[C:7]([NH:9][CH2:10][CH2:11][CH2:12][N:13]1[CH2:17][CH2:16][CH2:15][C:14]1=[O:18])=[O:8]. The yield is 0.470. (2) The reactants are [CH2:1]([S:4](Cl)(=[O:6])=[O:5])[CH2:2][CH3:3].[NH2:8][C:9]1[C:10]([F:19])=[C:11]([C:15]([F:18])=[CH:16][CH:17]=1)[C:12]([OH:14])=[O:13].C(N([CH2:25][CH3:26])CC)C. The catalyst is C(Cl)Cl. The product is [F:19][C:10]1[C:9]([N:8]([S:4]([CH2:1][CH2:25][CH3:26])(=[O:6])=[O:5])[S:4]([CH2:1][CH2:2][CH3:3])(=[O:6])=[O:5])=[CH:17][CH:16]=[C:15]([F:18])[C:11]=1[C:12]([OH:14])=[O:13]. The yield is 0.740. (3) The reactants are [CH:1]1([C:4]2[C:13]3[C:8](=[CH:9][CH:10]=[CH:11][CH:12]=3)[C:7]([NH2:14])=[CH:6][CH:5]=2)[CH2:3][CH2:2]1.C(=O)(O)[O-].[Na+].[C:20](Cl)(Cl)=[S:21]. The catalyst is ClCCl. The product is [CH:1]1([C:4]2[C:13]3[C:8](=[CH:9][CH:10]=[CH:11][CH:12]=3)[C:7]([N:14]=[C:20]=[S:21])=[CH:6][CH:5]=2)[CH2:3][CH2:2]1. The yield is 0.990. (4) The reactants are [O:1]=[C:2]1[C:7]2[CH:8]=[CH:9][CH:10]=[CH:11][C:6]=2[S:5][C:4]([C:12]2[N:17]=[CH:16][C:15]([CH2:18][CH2:19][C:20]([O:22]C(C)(C)C)=[O:21])=[CH:14][CH:13]=2)=[N:3]1.C(OC(C)C)(C)C. The catalyst is FC(F)(F)C(O)=O. The product is [O:1]=[C:2]1[C:7]2[CH:8]=[CH:9][CH:10]=[CH:11][C:6]=2[S:5][C:4]([C:12]2[N:17]=[CH:16][C:15]([CH2:18][CH2:19][C:20]([OH:22])=[O:21])=[CH:14][CH:13]=2)=[N:3]1. The yield is 0.680. (5) The reactants are C(OC([NH:8][C@H:9]([C:14]([O:16][C:17]1[C:18]([O:33][C:34](=[O:36])[CH3:35])=[C:19]2[C:24](=[C:25]3[CH:30]=[CH:29][CH:28]=[CH:27][C:26]=13)[O:23][C:22]([CH3:32])([CH3:31])[CH2:21][CH2:20]2)=[O:15])[C@H:10]([CH2:12][CH3:13])[CH3:11])=O)(C)(C)C.[ClH:37]. The catalyst is O1CCOCC1. The product is [ClH:37].[NH2:8][C@H:9]([C:14]([O:16][C:17]1[C:18]([O:33][C:34](=[O:36])[CH3:35])=[C:19]2[C:24](=[C:25]3[CH:30]=[CH:29][CH:28]=[CH:27][C:26]=13)[O:23][C:22]([CH3:31])([CH3:32])[CH2:21][CH2:20]2)=[O:15])[C@H:10]([CH2:12][CH3:13])[CH3:11]. The yield is 0.980. (6) The reactants are [N:1]1([C:12](=[O:13])[C:11]2[N:10]([CH2:14][C:15]([OH:17])=O)[CH:9]=[N:8][C:7]=2[N:5]([CH3:6])[C:3]1=[O:4])[CH3:2].CN(C(ON1N=N[C:28]2[CH:29]=[CH:30][CH:31]=N[C:27]1=2)=[N+](C)C)C.[F:35][P-](F)(F)(F)(F)F.CCO[C:45]([CH3:47])=O.C[N:49]([CH:51]=O)C. No catalyst specified. The product is [F:35][C:45]1[CH:47]=[CH:31][CH:30]=[CH:29][C:28]=1[CH2:27][CH2:51][NH:49][C:15](=[O:17])[CH2:14][N:10]1[C:11]2[C:12](=[O:13])[N:1]([CH3:2])[C:3](=[O:4])[N:5]([CH3:6])[C:7]=2[N:8]=[CH:9]1. The yield is 0.310.